Predict the product of the given reaction. From a dataset of Forward reaction prediction with 1.9M reactions from USPTO patents (1976-2016). (1) Given the reactants [CH2:1]([O:8][C:9]1[CH:18]=[C:17]2[C:12]([C:13](Cl)=[N:14][CH:15]=[N:16]2)=[CH:11][C:10]=1[O:20][CH3:21])[C:2]1[CH:7]=[CH:6][CH:5]=[CH:4][CH:3]=1.Cl.[NH2:23][C:24]1[CH:29]=[CH:28][C:27]([OH:30])=[CH:26][C:25]=1[Cl:31].[OH-].[Na+].C(Cl)(Cl)Cl, predict the reaction product. The product is: [CH2:1]([O:8][C:9]1[CH:18]=[C:17]2[C:12]([C:13]([O:30][C:27]3[CH:28]=[CH:29][C:24]([NH2:23])=[C:25]([Cl:31])[CH:26]=3)=[N:14][CH:15]=[N:16]2)=[CH:11][C:10]=1[O:20][CH3:21])[C:2]1[CH:7]=[CH:6][CH:5]=[CH:4][CH:3]=1. (2) Given the reactants Cl[C:2]1[N:3]=[C:4]([N:14]2[CH2:19][CH2:18][O:17][CH2:16][CH2:15]2)[C:5]2[S:10][C:9]([C:11]([NH2:13])=[O:12])=[CH:8][C:6]=2[N:7]=1.CC1(C)C(C)(C)OB([C:28]2[CH:29]=[N:30][C:31]([NH2:34])=[N:32][CH:33]=2)O1, predict the reaction product. The product is: [NH2:34][C:31]1[N:32]=[CH:33][C:28]([C:2]2[N:3]=[C:4]([N:14]3[CH2:19][CH2:18][O:17][CH2:16][CH2:15]3)[C:5]3[S:10][C:9]([C:11]([NH2:13])=[O:12])=[CH:8][C:6]=3[N:7]=2)=[CH:29][N:30]=1. (3) Given the reactants Br[C:2]1[CH:3]=[CH:4][C:5]2[O:10][CH2:9][N:8]([CH2:11][C:12]3[CH:17]=[CH:16][C:15]([F:18])=[CH:14][CH:13]=3)[C:7](=[O:19])[C:6]=2[N:20]=1.[F:21][C:22]1[CH:27]=[CH:26][C:25]([C:28]2[O:29][C:30]3[CH:40]=[C:39]([N:41]([CH3:46])[S:42]([CH3:45])(=[O:44])=[O:43])[C:38](B4OC(C)(C)C(C)(C)O4)=[CH:37][C:31]=3[C:32]=2[C:33]([NH:35][CH3:36])=[O:34])=[CH:24][CH:23]=1.CC(C1C=C(C(C)C)C(C2C=CC=CC=2P(C2CCCCC2)C2CCCCC2)=C(C(C)C)C=1)C, predict the reaction product. The product is: [F:18][C:15]1[CH:16]=[CH:17][C:12]([CH2:11][N:8]2[C:7](=[O:19])[C:6]3[N:20]=[C:2]([C:38]4[C:39]([N:41]([CH3:46])[S:42]([CH3:45])(=[O:44])=[O:43])=[CH:40][C:30]5[O:29][C:28]([C:25]6[CH:26]=[CH:27][C:22]([F:21])=[CH:23][CH:24]=6)=[C:32]([C:33]([NH:35][CH3:36])=[O:34])[C:31]=5[CH:37]=4)[CH:3]=[CH:4][C:5]=3[O:10][CH2:9]2)=[CH:13][CH:14]=1. (4) The product is: [Cl:12][C:13]1[CH:18]=[CH:17][CH:16]=[CH:15][C:14]=1[NH:19][C:20]1[S:21][CH:3]=[C:4]([C:6]2[CH:11]=[CH:10][N:9]=[CH:8][CH:7]=2)[N:22]=1. Given the reactants Br.Br[CH2:3][C:4]([C:6]1[CH:11]=[CH:10][N:9]=[CH:8][CH:7]=1)=O.[Cl:12][C:13]1[CH:18]=[CH:17][CH:16]=[CH:15][C:14]=1[NH:19][C:20]([NH2:22])=[S:21].N, predict the reaction product.